This data is from Forward reaction prediction with 1.9M reactions from USPTO patents (1976-2016). The task is: Predict the product of the given reaction. (1) Given the reactants [CH:1]1([N:7]([C@H:19]2[CH2:24][CH2:23][C@H:22]([CH3:25])[CH2:21][CH2:20]2)[C:8]([NH:10][C:11]2[S:12][C:13]([S:16]C#N)=[CH:14][N:15]=2)=[O:9])[CH2:6][CH2:5][CH2:4][CH2:3][CH2:2]1.SC[C@@H]([C@@H](CS)O)O.Cl[CH2:35][CH2:36][N:37]1[CH2:42][CH2:41][O:40][CH2:39][CH2:38]1, predict the reaction product. The product is: [CH:1]1([N:7]([C@H:19]2[CH2:20][CH2:21][C@H:22]([CH3:25])[CH2:23][CH2:24]2)[C:8]([NH:10][C:11]2[S:12][C:13]([S:16][CH2:35][CH2:36][N:37]3[CH2:42][CH2:41][O:40][CH2:39][CH2:38]3)=[CH:14][N:15]=2)=[O:9])[CH2:2][CH2:3][CH2:4][CH2:5][CH2:6]1. (2) Given the reactants Br[C:2]1[N:3]=[CH:4][C:5]([NH2:8])=[N:6][CH:7]=1.[F:9][C:10]([F:21])([F:20])[C:11]1[CH:12]=[C:13](B(O)O)[CH:14]=[CH:15][CH:16]=1.C(=O)([O-])[O-].[Na+].[Na+], predict the reaction product. The product is: [F:9][C:10]([F:21])([F:20])[C:11]1[CH:16]=[C:15]([C:2]2[N:3]=[CH:4][C:5]([NH2:8])=[N:6][CH:7]=2)[CH:14]=[CH:13][CH:12]=1. (3) Given the reactants [OH:1][C:2]1[CH:15]=[CH:14][C:5]2[C@H:6]([CH2:9][C:10]([O:12][CH3:13])=[O:11])[CH2:7][O:8][C:4]=2[CH:3]=1.[F:16][C:17]([F:30])([F:29])[S:18](O[S:18]([C:17]([F:30])([F:29])[F:16])(=[O:20])=[O:19])(=[O:20])=[O:19], predict the reaction product. The product is: [F:16][C:17]([F:30])([F:29])[S:18]([O:1][C:2]1[CH:15]=[CH:14][C:5]2[C@H:6]([CH2:9][C:10]([O:12][CH3:13])=[O:11])[CH2:7][O:8][C:4]=2[CH:3]=1)(=[O:20])=[O:19]. (4) Given the reactants [CH2:1]([O:8][C:9]1[C:10]2[N:11]([C:16]([CH3:20])=[C:17]([CH3:19])[N:18]=2)[CH:12]=[C:13](Br)[CH:14]=1)[C:2]1[CH:7]=[CH:6][CH:5]=[CH:4][CH:3]=1.C1(P([C:34]2[CH:39]=CC=CC=2)C2C=CC=CC=2)C=CC=CC=1.C(N(CC)CC)C.[C]=[O:48].[CH2:49]([OH:51])C, predict the reaction product. The product is: [CH2:1]([O:8][C:9]1[C:10]2[N:11]([C:16]([CH3:20])=[C:17]([CH3:19])[N:18]=2)[CH:12]=[C:13]([C:49]([O:51][CH2:39][CH3:34])=[O:48])[CH:14]=1)[C:2]1[CH:7]=[CH:6][CH:5]=[CH:4][CH:3]=1. (5) The product is: [CH:39]([S:36]([NH:35][C:33]1[CH:34]=[C:29]([CH:30]=[CH:31][C:32]=1[CH3:41])[C:27]([N:24]1[CH2:25][CH2:26][CH:21]([C:18]2[CH:19]=[CH:20][C:15]([C:13]([NH2:14])=[O:44])=[CH:16][CH:17]=2)[CH2:22][CH2:23]1)=[O:28])(=[O:38])=[O:37])=[CH2:40]. Given the reactants [OH-].C([N+](C)(C)C)C1C=CC=CC=1.[C:13]([C:15]1[CH:20]=[CH:19][C:18]([CH:21]2[CH2:26][CH2:25][N:24]([C:27]([C:29]3[CH:30]=[CH:31][C:32]([CH3:41])=[C:33]([NH:35][S:36]([CH:39]=[CH2:40])(=[O:38])=[O:37])[CH:34]=3)=[O:28])[CH2:23][CH2:22]2)=[CH:17][CH:16]=1)#[N:14].CC[O:44]C(C)=O.C(O)(=O)CC(CC(O)=O)(C(O)=O)O, predict the reaction product. (6) Given the reactants C([O:8][C:9]1[CH:36]=[CH:35][C:34]([N:37]2[CH2:42][CH2:41][O:40][CH2:39][CH2:38]2)=[CH:33][C:10]=1[C:11]([NH:13][C:14]1[CH:26]=[C:25]([C:27]2[CH:32]=[CH:31][CH:30]=[CH:29][CH:28]=2)[CH:24]=[CH:23][C:15]=1[C:16]([O:18][C:19]([CH3:22])([CH3:21])[CH3:20])=[O:17])=[O:12])C1C=CC=CC=1, predict the reaction product. The product is: [OH:8][C:9]1[CH:36]=[CH:35][C:34]([N:37]2[CH2:38][CH2:39][O:40][CH2:41][CH2:42]2)=[CH:33][C:10]=1[C:11]([NH:13][C:14]1[CH:26]=[C:25]([C:27]2[CH:32]=[CH:31][CH:30]=[CH:29][CH:28]=2)[CH:24]=[CH:23][C:15]=1[C:16]([O:18][C:19]([CH3:22])([CH3:21])[CH3:20])=[O:17])=[O:12]. (7) Given the reactants [NH2:1][CH2:2][CH2:3][C:4]1[CH:9]=[CH:8][C:7]([NH2:10])=[CH:6][CH:5]=1.[C:11](O[C:11]([O:13][C:14]([CH3:17])([CH3:16])[CH3:15])=[O:12])([O:13][C:14]([CH3:17])([CH3:16])[CH3:15])=[O:12], predict the reaction product. The product is: [C:14]([O:13][C:11](=[O:12])[NH:1][CH2:2][CH2:3][C:4]1[CH:9]=[CH:8][C:7]([NH2:10])=[CH:6][CH:5]=1)([CH3:17])([CH3:16])[CH3:15]. (8) Given the reactants [CH3:1][O:2][C:3]([C:5]1[CH:9]=[CH:8][S:7][C:6]=1Br)=[O:4].[C:11]([O:15][C:16]([N:18]1[CH2:23][CH:22]=[C:21](B2OC(C)(C)C(C)(C)O2)[CH2:20][CH2:19]1)=[O:17])([CH3:14])([CH3:13])[CH3:12].C([O-])([O-])=O.[Na+].[Na+], predict the reaction product. The product is: [C:11]([O:15][C:16]([N:18]1[CH2:19][CH:20]=[C:21]([C:6]2[S:7][CH:8]=[CH:9][C:5]=2[C:3]([O:2][CH3:1])=[O:4])[CH2:22][CH2:23]1)=[O:17])([CH3:14])([CH3:12])[CH3:13]. (9) The product is: [CH:18]1([CH2:17][N:13]2[CH:14]=[C:10]([C:9]#[C:8][C:6]3[CH:5]=[CH:4][N:3]=[C:2]([CH3:1])[CH:7]=3)[N:11]=[C:12]2[CH3:15])[CH2:21][CH2:20][CH2:19]1. Given the reactants [CH3:1][C:2]1[CH:7]=[C:6]([C:8]#[C:9][C:10]2[N:11]=[C:12]([CH3:15])[NH:13][CH:14]=2)[CH:5]=[CH:4][N:3]=1.Br[CH2:17][CH:18]1[CH2:21][CH2:20][CH2:19]1, predict the reaction product.